Task: Regression. Given two drug SMILES strings and cell line genomic features, predict the synergy score measuring deviation from expected non-interaction effect.. Dataset: NCI-60 drug combinations with 297,098 pairs across 59 cell lines Drug 1: CC12CCC(CC1=CCC3C2CCC4(C3CC=C4C5=CN=CC=C5)C)O. Drug 2: C(CC(=O)O)C(=O)CN.Cl. Cell line: NCI-H226. Synergy scores: CSS=10.9, Synergy_ZIP=-2.35, Synergy_Bliss=1.33, Synergy_Loewe=0.0482, Synergy_HSA=0.0267.